This data is from Full USPTO retrosynthesis dataset with 1.9M reactions from patents (1976-2016). The task is: Predict the reactants needed to synthesize the given product. (1) Given the product [Si:18]([O:17][CH2:16][CH2:15][O:14][C:10]1[C:9](=[O:25])[N:8]([C:5]2[CH:6]=[CH:7][C:2]([NH:1][CH2:39][C@@H:37]([OH:38])[CH2:36][NH:35][C:33]([C:31]3[S:32][C:28]([Cl:27])=[CH:29][CH:30]=3)=[O:34])=[C:3]([F:26])[CH:4]=2)[CH:13]=[CH:12][CH:11]=1)([C:21]([CH3:22])([CH3:23])[CH3:24])([CH3:19])[CH3:20], predict the reactants needed to synthesize it. The reactants are: [NH2:1][C:2]1[CH:7]=[CH:6][C:5]([N:8]2[CH:13]=[CH:12][CH:11]=[C:10]([O:14][CH2:15][CH2:16][O:17][Si:18]([C:21]([CH3:24])([CH3:23])[CH3:22])([CH3:20])[CH3:19])[C:9]2=[O:25])=[CH:4][C:3]=1[F:26].[Cl:27][C:28]1[S:32][C:31]([C:33]([NH:35][CH2:36][C@H:37]2[CH2:39][O:38]2)=[O:34])=[CH:30][CH:29]=1. (2) Given the product [F:32][C:28]1[CH:27]=[C:26]([CH:31]=[CH:30][CH:29]=1)[CH2:25][N:22]1[CH2:23][CH2:24][C@@H:20]([N:8]([C:9]2[CH:10]=[CH:11][C:12](/[CH:15]=[CH:16]/[C:17](=[O:18])[NH:40][O:39][CH:34]3[CH2:35][CH2:36][CH2:37][CH2:38][O:33]3)=[CH:13][N:14]=2)[C:6](=[O:7])[O:5][C:1]([CH3:3])([CH3:4])[CH3:2])[CH2:21]1, predict the reactants needed to synthesize it. The reactants are: [C:1]([O:5][C:6]([N:8]([C@@H:20]1[CH2:24][CH2:23][N:22]([CH2:25][C:26]2[CH:31]=[CH:30][CH:29]=[C:28]([F:32])[CH:27]=2)[CH2:21]1)[C:9]1[N:14]=[CH:13][C:12](/[CH:15]=[CH:16]/[C:17](O)=[O:18])=[CH:11][CH:10]=1)=[O:7])([CH3:4])([CH3:3])[CH3:2].[O:33]1[CH2:38][CH2:37][CH2:36][CH2:35][CH:34]1[O:39][NH2:40].C1C=CC2N(O)N=NC=2C=1.CCN=C=NCCCN(C)C. (3) Given the product [Cl:16][C:14]1[CH:13]=[C:4]([CH:3]=[C:2]([Cl:1])[CH:15]=1)[CH2:5][C@@H:6]1[CH2:11][N:10]([CH2:25][C:24]2[CH:27]=[CH:28][C:21]([O:20][CH3:19])=[CH:22][CH:23]=2)[C:9](=[O:12])[CH2:8][O:7]1, predict the reactants needed to synthesize it. The reactants are: [Cl:1][C:2]1[CH:3]=[C:4]([CH:13]=[C:14]([Cl:16])[CH:15]=1)[CH2:5][C@@H:6]1[CH2:11][NH:10][C:9](=[O:12])[CH2:8][O:7]1.[H-].[Na+].[CH3:19][O:20][C:21]1[CH:28]=[CH:27][C:24]([CH2:25]Cl)=[CH:23][CH:22]=1. (4) Given the product [C:21]1([O:20][C:18](=[O:19])[NH:10][C:3]2[N:4]3[N:5]=[CH:6][CH:7]=[CH:8][C:9]3=[N:1][CH:2]=2)[CH:26]=[CH:25][CH:24]=[CH:23][CH:22]=1, predict the reactants needed to synthesize it. The reactants are: [N:1]1[CH:2]=[C:3]([NH2:10])[N:4]2[C:9]=1[CH:8]=[CH:7][CH:6]=[N:5]2.N1C=CC=CC=1.Cl[C:18]([O:20][C:21]1[CH:26]=[CH:25][CH:24]=[CH:23][CH:22]=1)=[O:19]. (5) Given the product [F:35][C:34]1[CH:33]=[CH:32][CH:31]=[C:30]([F:36])[C:29]=1[C:5]1[O:6][C:7]([NH:8][C:9]2[CH:14]=[CH:13][C:12]([NH:15][C:16](=[O:28])[CH2:17][CH2:18][NH:19][CH3:27])=[CH:11][CH:10]=2)=[C:3]([C:1]([NH2:2])=[O:38])[N:4]=1, predict the reactants needed to synthesize it. The reactants are: [C:1]([C:3]1[N:4]=[C:5]([C:29]2[C:34]([F:35])=[CH:33][CH:32]=[CH:31][C:30]=2[F:36])[O:6][C:7]=1[NH:8][C:9]1[CH:14]=[CH:13][C:12]([NH:15][C:16](=[O:28])[CH2:17][CH2:18][N:19]([CH3:27])C(=O)OC(C)(C)C)=[CH:11][CH:10]=1)#[N:2].C(=O)(O)[O-:38].[Na+].[OH-].[Na+].